Dataset: Catalyst prediction with 721,799 reactions and 888 catalyst types from USPTO. Task: Predict which catalyst facilitates the given reaction. (1) Reactant: [F:1][C:2]1[C:10]2[O:9][C:8]([C:11]3[CH:12]=[C:13]4[C:17](=[CH:18][CH:19]=3)[N:16](COCC[Si](C)(C)C)[N:15]=[CH:14]4)=[C:7]([C:28]3[CH:32]=[CH:31][S:30][CH:29]=3)[C:6]=2[CH:5]=[C:4]([O:33]C)[CH:3]=1.FC1C=C(OC)C=CC=1O.C(C1C=C2C(=CC=1)N(COCC[Si](C)(C)C)N=C2)#C.C1CCCCC=1.B(Br)(Br)Br. Product: [F:1][C:2]1[C:10]2[O:9][C:8]([C:11]3[CH:12]=[C:13]4[C:17](=[CH:18][CH:19]=3)[NH:16][N:15]=[CH:14]4)=[C:7]([C:28]3[CH:32]=[CH:31][S:30][CH:29]=3)[C:6]=2[CH:5]=[C:4]([OH:33])[CH:3]=1. The catalyst class is: 2. (2) Reactant: [Cl:1][C:2]1[CH:7]=[CH:6][C:5]([N:8]2[CH2:13][CH2:12][N:11]([CH2:14][CH2:15][CH:16]=[C:17]3[C:23]4[CH:24]=[CH:25][CH:26]=[N:27][C:22]=4[CH2:21][O:20][C:19]4[CH:28]=[CH:29][C:30]([C:32]([OH:35])([CH3:34])[CH3:33])=[CH:31][C:18]3=4)[CH2:10][CH:9]2[C:36]#[N:37])=[CH:4][CH:3]=1.[OH-:38].[Na+]. Product: [Cl:1][C:2]1[CH:7]=[CH:6][C:5]([N:8]2[CH2:13][CH2:12][N:11]([CH2:14][CH2:15][CH:16]=[C:17]3[C:23]4[CH:24]=[CH:25][CH:26]=[N:27][C:22]=4[CH2:21][O:20][C:19]4[CH:28]=[CH:29][C:30]([C:32]([OH:35])([CH3:34])[CH3:33])=[CH:31][C:18]3=4)[CH2:10][CH:9]2[C:36]([NH2:37])=[O:38])=[CH:4][CH:3]=1. The catalyst class is: 92. (3) Reactant: [CH3:1][N:2]1[CH2:7][CH2:6][NH:5][CH2:4][CH2:3]1.[CH2:8](N(CC)CC)C.[OH:15][C:16]1[CH:25]=[C:24]2[C:19]([CH:20]=[C:21]([C:27]3[S:28][C:29]([C:33](O)=[O:34])=[C:30]([CH3:32])[N:31]=3)[C:22](=[O:26])[O:23]2)=[CH:18][CH:17]=1.Cl.CN(C)CCCN=C=NCC.O.ON1C2C=CC=CC=2N=N1.C([O-])(O)=O.[Na+]. Product: [OH:15][C:16]1[CH:25]=[C:24]2[C:19]([C:20]([CH3:8])=[C:21]([C:27]3[S:28][C:29]([C:33]([N:5]4[CH2:6][CH2:7][N:2]([CH3:1])[CH2:3][CH2:4]4)=[O:34])=[C:30]([CH3:32])[N:31]=3)[C:22](=[O:26])[O:23]2)=[CH:18][CH:17]=1. The catalyst class is: 132. (4) Reactant: [Si]([O:8][CH2:9][C:10]1[C:18]([C:19]2[CH:20]=[N:21][N:22]([CH3:24])[CH:23]=2)=[CH:17][CH:16]=[C:15]2[C:11]=1[CH2:12][CH2:13][N:14]2[C:25]([O:27][C:28]([CH3:31])([CH3:30])[CH3:29])=[O:26])(C(C)(C)C)(C)C.Cl.O.C([O-])(O)=O.[Na+]. Product: [OH:8][CH2:9][C:10]1[C:18]([C:19]2[CH:20]=[N:21][N:22]([CH3:24])[CH:23]=2)=[CH:17][CH:16]=[C:15]2[C:11]=1[CH2:12][CH2:13][N:14]2[C:25]([O:27][C:28]([CH3:31])([CH3:30])[CH3:29])=[O:26]. The catalyst class is: 91. (5) The catalyst class is: 177. Product: [Br:1][C:2]1[CH:3]=[CH:4][C:5]([NH:8][C:9]2[N:14]=[C:13]([CH3:15])[C:12]([CH:16]=[O:17])=[CH:11][N:10]=2)=[CH:6][CH:7]=1. Reactant: [Br:1][C:2]1[CH:7]=[CH:6][C:5]([NH:8][C:9]2[N:14]=[C:13]([CH3:15])[C:12]([CH2:16][OH:17])=[CH:11][N:10]=2)=[CH:4][CH:3]=1. (6) Reactant: Cl[CH2:2][Si:3]([CH3:6])([CH3:5])[CH3:4].[NH2:7][C:8]1[CH:13]=[CH:12][C:11]([C:14]2[S:15][CH:16]=[CH:17][CH:18]=2)=[CH:10][C:9]=1[NH:19][C:20](=[O:32])[C:21]1[CH:26]=[CH:25][C:24]([CH:27]([NH2:31])[C:28]([NH2:30])=[O:29])=[CH:23][CH:22]=1.C(=O)([O-])[O-].[K+].[K+].[I-].[K+]. Product: [NH2:30][C:28](=[O:29])[CH:27]([C:24]1[CH:25]=[CH:26][C:21]([C:20]([NH:19][C:9]2[CH:10]=[C:11]([C:14]3[S:15][CH:16]=[CH:17][CH:18]=3)[CH:12]=[CH:13][C:8]=2[NH2:7])=[O:32])=[CH:22][CH:23]=1)[NH:31][CH2:2][Si:3]([CH3:6])([CH3:5])[CH3:4]. The catalyst class is: 3. (7) Reactant: [Br:1][CH2:2][C:3]([O:5][CH2:6][CH3:7])=[O:4].[CH3:8][S:9][CH3:10]. Product: [Br-:1].[CH2:6]([O:5][C:3]([CH2:2][S+:9]([CH3:10])[CH3:8])=[O:4])[CH3:7]. The catalyst class is: 21. (8) Reactant: [C:1]([C:4]1[CH:13]=[C:12]([O:14][CH3:15])[C:11]2[C:6](=[CH:7][CH:8]=[CH:9][CH:10]=2)C=1O)(=O)[CH3:2].C[O:18]C1C=C(C=C(OC)C=1OC)C=O.N1CC[CH2:34][CH2:33][CH2:32]1.N1C=CC=CC=1. Product: [O:14]1[C:15]2[C:1](=[CH:2][CH:32]=[CH:33][CH:34]=2)[C:4](=[O:18])[CH2:13][CH:12]1[C:11]1[CH:10]=[CH:9][CH:8]=[CH:7][CH:6]=1. The catalyst class is: 8. (9) Reactant: C([C:4]1[CH:5]=[CH:6][C:7]2[O:11][C@:10]([CH2:16][CH3:17])([C:12]([O:14][CH3:15])=[O:13])[CH2:9][C:8]=2[CH:18]=1)(=O)C.ClC1C=CC=C(C(OO)=[O:27])C=1.C([O-])(O)=O.[Na+]. Product: [CH3:15][O:14][C:12]([C:10]1([CH2:16][CH3:17])[CH2:9][C:8]2[CH:18]=[C:4]([OH:27])[CH:5]=[CH:6][C:7]=2[O:11]1)=[O:13]. The catalyst class is: 4.